Task: Regression. Given a peptide amino acid sequence and an MHC pseudo amino acid sequence, predict their binding affinity value. This is MHC class I binding data.. Dataset: Peptide-MHC class I binding affinity with 185,985 pairs from IEDB/IMGT (1) The peptide sequence is EPIVGAETF. The MHC is HLA-A31:01 with pseudo-sequence HLA-A31:01. The binding affinity (normalized) is 0.0847. (2) The peptide sequence is FQQSKNSKFK. The MHC is Mamu-B8301 with pseudo-sequence Mamu-B8301. The binding affinity (normalized) is 0.351.